The task is: Predict the product of the given reaction.. This data is from Forward reaction prediction with 1.9M reactions from USPTO patents (1976-2016). (1) Given the reactants [C:1]([C:5]1[CH:10]=[CH:9][C:8]([CH:11]2[NH:17][CH2:16][CH2:15][CH2:14][N:13]3[CH:18]=[CH:19][CH:20]=[C:12]23)=[CH:7][CH:6]=1)([CH3:4])([CH3:3])[CH3:2].Cl[C:22]1[O:23][C:24]2[CH:30]=[CH:29][CH:28]=[CH:27][C:25]=2[N:26]=1.C(N(C(C)C)CC)(C)C, predict the reaction product. The product is: [C:1]([C:5]1[CH:6]=[CH:7][C:8]([CH:11]2[N:17]([C:22]3[O:23][C:24]4[CH:30]=[CH:29][CH:28]=[CH:27][C:25]=4[N:26]=3)[CH2:16][CH2:15][CH2:14][N:13]3[CH:18]=[CH:19][CH:20]=[C:12]23)=[CH:9][CH:10]=1)([CH3:4])([CH3:2])[CH3:3]. (2) Given the reactants [Si]([O:8][CH2:9][C@H:10]([NH:20][S@@](C(C)(C)C)=O)[C:11]1[CH:16]=[CH:15][C:14]([S:17][CH2:18][CH3:19])=[CH:13][CH:12]=1)(C(C)(C)C)(C)C.[ClH:27], predict the reaction product. The product is: [ClH:27].[NH2:20][C@H:10]([C:11]1[CH:16]=[CH:15][C:14]([S:17][CH2:18][CH3:19])=[CH:13][CH:12]=1)[CH2:9][OH:8]. (3) The product is: [C:11]([O:10][C:8]([C:7]([CH2:27][CH:28]([CH3:30])[CH3:29])([CH2:6][C:4]([O:3][CH2:1][CH3:2])=[O:5])[C:15]([O:17][C:18]([CH3:20])([CH3:19])[CH3:21])=[O:16])=[O:9])([CH3:12])([CH3:13])[CH3:14]. Given the reactants [CH2:1]([O:3][C:4]([CH2:6][CH:7]([C:15]([O:17][C:18]([CH3:21])([CH3:20])[CH3:19])=[O:16])[C:8]([O:10][C:11]([CH3:14])([CH3:13])[CH3:12])=[O:9])=[O:5])[CH3:2].[H-].[Na+].[H][H].I[CH2:27][CH:28]([CH3:30])[CH3:29], predict the reaction product. (4) The product is: [OH:27][CH:26]([C:7]1[C:8]([C:20]2[CH:25]=[CH:24][CH:23]=[CH:22][CH:21]=2)=[N:9][N:10]2[C:15]([Si:16]([CH3:19])([CH3:18])[CH3:17])=[CH:14][CH:13]=[CH:12][C:11]=12)[C:28]1[N:33]=[C:32]([C:34]([O:36][CH3:37])=[O:35])[CH:31]=[CH:30][CH:29]=1. Given the reactants C([Li])CCC.Br[C:7]1[C:8]([C:20]2[CH:25]=[CH:24][CH:23]=[CH:22][CH:21]=2)=[N:9][N:10]2[C:15]([Si:16]([CH3:19])([CH3:18])[CH3:17])=[CH:14][CH:13]=[CH:12][C:11]=12.[CH:26]([C:28]1[N:33]=[C:32]([C:34]([O:36][CH3:37])=[O:35])[CH:31]=[CH:30][CH:29]=1)=[O:27].[Cl-].[NH4+], predict the reaction product. (5) Given the reactants [C:1]([C:3]1[CH:8]=[CH:7][CH:6]=[CH:5][C:4]=1[C:9]1[CH:10]=[C:11]([C:27]([O:29]C)=[O:28])[C:12]2[CH2:13][CH2:14][N:15]([CH:20]([CH2:24][CH2:25][CH3:26])[CH2:21][CH2:22][CH3:23])[C:16](=[O:19])[C:17]=2[CH:18]=1)#[N:2].[OH-].[Na+], predict the reaction product. The product is: [C:1]([C:3]1[CH:8]=[CH:7][CH:6]=[CH:5][C:4]=1[C:9]1[CH:10]=[C:11]([C:27]([OH:29])=[O:28])[C:12]2[CH2:13][CH2:14][N:15]([CH:20]([CH2:21][CH2:22][CH3:23])[CH2:24][CH2:25][CH3:26])[C:16](=[O:19])[C:17]=2[CH:18]=1)#[N:2]. (6) Given the reactants [Cl:1][C:2]([F:37])([F:36])[C:3]1[N:7]2[C:8]3[CH:31]=[CH:30][C:29]([C:32]([F:35])([F:34])[F:33])=[CH:28][C:9]=3[C@@H:10]([C:19]3[CH:24]=[CH:23][CH:22]=[C:21]([O:25][CH3:26])[C:20]=3[Cl:27])[O:11][C@H:12]([CH2:13][C:14]([O:16][CH2:17][CH3:18])=[O:15])[C:6]2=[N:5][N:4]=1.CCCCCC, predict the reaction product. The product is: [Cl:1][C:2]([F:36])([F:37])[C:3]1[N:7]2[C:8]3[CH:31]=[CH:30][C:29]([C:32]([F:33])([F:34])[F:35])=[CH:28][C:9]=3[C@@H:10]([C:19]3[CH:24]=[CH:23][CH:22]=[C:21]([O:25][CH3:26])[C:20]=3[Cl:27])[O:11][C@H:12]([CH2:13][C:14]([O:16][CH2:17][CH3:18])=[O:15])[C:6]2=[N:5][N:4]=1.[Cl:1][C:2]([F:36])([F:37])[C:3]1[N:7]2[C:8]3[CH:31]=[CH:30][C:29]([C:32]([F:33])([F:34])[F:35])=[CH:28][C:9]=3[C@H:10]([C:19]3[CH:24]=[CH:23][CH:22]=[C:21]([O:25][CH3:26])[C:20]=3[Cl:27])[O:11][C@@H:12]([CH2:13][C:14]([O:16][CH2:17][CH3:18])=[O:15])[C:6]2=[N:5][N:4]=1.